From a dataset of Full USPTO retrosynthesis dataset with 1.9M reactions from patents (1976-2016). Predict the reactants needed to synthesize the given product. (1) Given the product [C:1]([O:5][C:6]([N:8]1[CH2:13][C@H:12]([CH2:14][N:15]2[CH2:20][CH2:19][O:18][CH2:17][C@H:16]2[CH3:21])[N:11]([CH2:22][C:23]([OH:25])=[O:24])[CH2:10][C@H:9]1[CH3:33])=[O:7])([CH3:2])([CH3:3])[CH3:4], predict the reactants needed to synthesize it. The reactants are: [C:1]([O:5][C:6]([N:8]1[CH2:13][C@H:12]([CH2:14][N:15]2[CH2:20][CH2:19][O:18][CH2:17][C@H:16]2[CH3:21])[N:11]([CH2:22][C:23]([O:25]CC2C=CC=CC=2)=[O:24])[CH2:10][C@H:9]1[CH3:33])=[O:7])([CH3:4])([CH3:3])[CH3:2]. (2) Given the product [CH3:1][O:2][C:3]1[CH:4]=[CH:5][C:6]([CH2:7][C@:8]([CH3:28])([C:12]([OH:13])=[O:11])[NH2:9])=[CH:29][CH:30]=1, predict the reactants needed to synthesize it. The reactants are: [CH3:1][O:2][C:3]1[CH:30]=[CH:29][C:6]([CH2:7][C@:8]2([CH3:28])[C:12](=[O:13])[O:11][C@@H](C3C=CC=CC=3)[N:9]2C(C2C=CC=CC=2)=O)=[CH:5][CH:4]=1. (3) Given the product [CH2:19]([S:21]([N:24]1[CH2:29][CH2:28][CH:27]([C:30]2[C:38]3[C:33](=[C:34]([C:47]#[N:48])[CH:35]=[C:36]([O:39][C:40]4[CH:41]=[CH:42][C:43]([CH3:46])=[CH:44][CH:45]=4)[CH:37]=3)[NH:32][CH:31]=2)[CH2:26][CH2:25]1)(=[O:23])=[O:22])[CH3:20], predict the reactants needed to synthesize it. The reactants are: CCCC[N+](CCCC)(CCCC)CCCC.[F-].[CH2:19]([S:21]([N:24]1[CH2:29][CH2:28][CH:27]([C:30]2[C:38]3[C:33](=[C:34]([C:47]#[N:48])[CH:35]=[C:36]([O:39][C:40]4[CH:45]=[CH:44][C:43]([CH3:46])=[CH:42][CH:41]=4)[CH:37]=3)[N:32](COCC[Si](C)(C)C)[CH:31]=2)[CH2:26][CH2:25]1)(=[O:23])=[O:22])[CH3:20].CCOC(C)=O.O. (4) Given the product [CH2:1]([O:8][C:9]1[CH:18]=[C:17]2[C:12]([C:13]([Cl:23])=[N:14][CH:15]=[N:16]2)=[CH:11][C:10]=1[F:20])[C:2]1[CH:7]=[CH:6][CH:5]=[CH:4][CH:3]=1, predict the reactants needed to synthesize it. The reactants are: [CH2:1]([O:8][C:9]1[CH:18]=[C:17]2[C:12]([C:13](=O)[N:14]=[CH:15][NH:16]2)=[CH:11][C:10]=1[F:20])[C:2]1[CH:7]=[CH:6][CH:5]=[CH:4][CH:3]=1.P(Cl)(Cl)([Cl:23])=O. (5) Given the product [Cl:36][C:37]1[CH:42]=[CH:41][C:40]([O:43][C:13]2[C:14]([F:16])=[CH:15][C:10]([S:7]([N:6]([CH2:5][C:4]3[CH:24]=[CH:25][C:26]([O:28][CH3:29])=[CH:27][C:3]=3[O:2][CH3:1])[C:19]3[S:23][N:22]=[CH:21][N:20]=3)(=[O:8])=[O:9])=[C:11]([F:18])[CH:12]=2)=[C:39]([C:44]2[N:49]3[CH:50]=[CH:51][N:52]=[C:48]3[N:47]=[CH:46][CH:45]=2)[CH:38]=1, predict the reactants needed to synthesize it. The reactants are: [CH3:1][O:2][C:3]1[CH:27]=[C:26]([O:28][CH3:29])[CH:25]=[CH:24][C:4]=1[CH2:5][N:6]([C:19]1[S:23][N:22]=[CH:21][N:20]=1)[S:7]([C:10]1[CH:15]=[C:14]([F:16])[C:13](F)=[CH:12][C:11]=1[F:18])(=[O:9])=[O:8].C(=O)([O-])[O-].[K+].[K+].[Cl:36][C:37]1[CH:42]=[CH:41][C:40]([OH:43])=[C:39]([C:44]2[N:49]3[CH:50]=[CH:51][N:52]=[C:48]3[N:47]=[CH:46][CH:45]=2)[CH:38]=1. (6) Given the product [CH3:1][O:2][C:3]1[CH:4]=[CH:5][C:6]([NH:9][C:10]2[S:11][CH:14]=[CH:15][N:12]=2)=[CH:7][CH:8]=1, predict the reactants needed to synthesize it. The reactants are: [CH3:1][O:2][C:3]1[CH:8]=[CH:7][C:6]([NH:9][C:10]([NH2:12])=[S:11])=[CH:5][CH:4]=1.Cl[CH2:14][CH:15]=O. (7) Given the product [F:17][C:18]([F:27])([F:28])[C:19]1[CH:24]=[CH:23][CH:22]=[CH:21][C:20]=1[CH2:25][NH:26][C:14]([CH:11]1[CH2:10][CH2:9][N:8]([C:6]([O:5][C:2]([CH3:1])([CH3:3])[CH3:4])=[O:7])[CH2:13][CH2:12]1)=[O:16], predict the reactants needed to synthesize it. The reactants are: [CH3:1][C:2]([O:5][C:6]([N:8]1[CH2:13][CH2:12][CH:11]([C:14]([OH:16])=O)[CH2:10][CH2:9]1)=[O:7])([CH3:4])[CH3:3].[F:17][C:18]([F:28])([F:27])[C:19]1[CH:24]=[CH:23][CH:22]=[CH:21][C:20]=1[CH2:25][NH2:26].CCN=C=NCCCN(C)C.C1C=CC2N(O)N=NC=2C=1.C(N(C(C)C)CC)(C)C. (8) Given the product [CH2:1]([O:8][C:9]([NH:11][CH2:12][C:13]([Cl:24])=[O:15])=[O:10])[C:2]1[CH:7]=[CH:6][CH:5]=[CH:4][CH:3]=1, predict the reactants needed to synthesize it. The reactants are: [CH2:1]([O:8][C:9]([NH:11][CH2:12][C:13]([OH:15])=O)=[O:10])[C:2]1[CH:7]=[CH:6][CH:5]=[CH:4][CH:3]=1.CN(C)C=O.C(Cl)(=O)C([Cl:24])=O. (9) Given the product [Cl:17][C:18]1[CH:19]=[CH:20][C:21]2[N:22]([C:2]([CH2:5][C:6]3[CH:16]=[CH:15][C:9]4[N:10]=[C:11]([S:13][CH3:14])[S:12][C:8]=4[CH:7]=3)=[CH:3][N:24]=2)[N:23]=1, predict the reactants needed to synthesize it. The reactants are: Cl[CH:2]([CH2:5][C:6]1[CH:16]=[CH:15][C:9]2[N:10]=[C:11]([S:13][CH3:14])[S:12][C:8]=2[CH:7]=1)[CH:3]=O.[Cl:17][C:18]1[N:23]=[N:22][C:21]([NH2:24])=[CH:20][CH:19]=1.O. (10) The reactants are: [SH:1][CH2:2][C:3]([NH:6][C:7](=[O:16])[O:8][CH2:9][C:10]1[CH:15]=[CH:14][CH:13]=[CH:12][CH:11]=1)([CH3:5])[CH3:4].[CH3:17]I. Given the product [CH3:4][C:3]([NH:6][C:7](=[O:16])[O:8][CH2:9][C:10]1[CH:15]=[CH:14][CH:13]=[CH:12][CH:11]=1)([CH3:5])[CH2:2][S:1][CH3:17], predict the reactants needed to synthesize it.